The task is: Predict the reactants needed to synthesize the given product.. This data is from Full USPTO retrosynthesis dataset with 1.9M reactions from patents (1976-2016). (1) Given the product [F:1][C:2]1[CH:3]=[C:4]([NH:30][C:31]([NH:46][C:99](=[O:98])[CH2:95][C:96]2[CH:59]=[CH:60][C:55]([F:54])=[CH:56][CH:97]=2)=[O:43])[CH:5]=[CH:6][C:7]=1[O:8][C:9]1[C:14]2=[CH:15][C:16]([C:18]3[CH:23]=[CH:22][N:21]=[C:20]([N:24]4[CH2:29][CH2:28][O:27][CH2:26][CH2:25]4)[CH:19]=3)=[CH:17][N:13]2[N:12]=[CH:11][N:10]=1, predict the reactants needed to synthesize it. The reactants are: [F:1][C:2]1[CH:3]=[C:4]([NH:30][C:31](=[O:43])CC(NC2C=CC(F)=CC=2)=O)[CH:5]=[CH:6][C:7]=1[O:8][C:9]1[C:14]2=[CH:15][C:16]([C:18]3[CH:23]=[CH:22][N:21]=[C:20]([N:24]4[CH2:29][CH2:28][O:27][CH2:26][CH2:25]4)[CH:19]=3)=[CH:17][N:13]2[N:12]=[CH:11][N:10]=1.CC[N:46](C(C)C)C(C)C.Cl.[F:54][C:55]1[CH:56]=C(C(C(NC2C=[CH:56][C:55]([F:54])=[CH:60][CH:59]=2)=O)C(N)=O)C=[CH:59][C:60]=1OC1C2=C(C)C(OCCN3CCOCC3)=CN2N=CN=1.[CH2:95]1[CH2:99][O:98][CH2:97][CH2:96]1. (2) Given the product [Cl:1][C:2]1[CH:7]=[CH:6][C:5]([C@H:8]2[N:15]3[C:11]([S:12][C:13]([C:19]([N:34]4[CH2:35][CH:32]([N:31]([CH3:36])[CH3:30])[CH2:33]4)=[O:21])=[C:14]3[CH:16]([CH3:18])[CH3:17])=[N:10][C@:9]2([C:23]2[CH:24]=[CH:25][C:26]([Cl:29])=[CH:27][CH:28]=2)[CH3:22])=[CH:4][CH:3]=1, predict the reactants needed to synthesize it. The reactants are: [Cl:1][C:2]1[CH:7]=[CH:6][C:5]([C@H:8]2[N:15]3[C:11]([S:12][C:13]([C:19]([OH:21])=O)=[C:14]3[CH:16]([CH3:18])[CH3:17])=[N:10][C@:9]2([C:23]2[CH:28]=[CH:27][C:26]([Cl:29])=[CH:25][CH:24]=2)[CH3:22])=[CH:4][CH:3]=1.[CH3:30][N:31]([CH3:36])[CH:32]1[CH2:35][NH:34][CH2:33]1. (3) Given the product [CH2:41]([N:10]([C:9]([O:8][CH2:1][C:2]1[CH:7]=[CH:6][CH:5]=[CH:4][CH:3]=1)=[O:44])[C:11]1[C:16](=[O:48])[N:15]2[C@H:18]([C:25]([OH:49])=[O:26])[CH2:19][C@:20]([N:22]=[N+:23]=[N-:24])([CH3:21])[C:14]2=[N:13][CH:12]=1)[CH:42]=[CH2:43], predict the reactants needed to synthesize it. The reactants are: [CH2:1]([O:8][C:9](=[O:44])[N:10]([CH2:41][CH:42]=[CH2:43])[C:11]1[C:16](=O)[N:15]2[C@H:18]([C:25](N(C(OC(C)(C)C)=O)C3C=CC=CC=3)=[O:26])[CH2:19][C@:20]([N:22]=[N+:23]=[N-:24])([CH3:21])[C:14]2=[N:13][CH:12]=1)[C:2]1[CH:7]=[CH:6][CH:5]=[CH:4][CH:3]=1.OO.[Li+].[OH-:48].[O-:49]S([O-])=O.[Na+].[Na+]. (4) Given the product [C:22]1([C@@H:21]2[CH2:20][N:19]([CH2:41][CH2:42][O:43][C:44]([F:47])([F:46])[F:45])[CH2:18][C@H:17]2[NH:16][C:14]([NH:13][C:12]2[N:8]([C:2]3[CH:7]=[CH:6][CH:5]=[CH:4][CH:3]=3)[N:9]=[C:10]3[CH2:30][CH2:29][CH2:28][C:11]=23)=[O:15])[CH:23]=[CH:24][CH:25]=[CH:26][CH:27]=1, predict the reactants needed to synthesize it. The reactants are: Cl.[C:2]1([N:8]2[C:12]([NH:13][C:14]([NH:16][C@H:17]3[C@H:21]([C:22]4[CH:27]=[CH:26][CH:25]=[CH:24][CH:23]=4)[CH2:20][NH:19][CH2:18]3)=[O:15])=[C:11]3[CH2:28][CH2:29][CH2:30][C:10]3=[N:9]2)[CH:7]=[CH:6][CH:5]=[CH:4][CH:3]=1.C(N(C(C)C)C(C)C)C.Br[CH2:41][CH2:42][O:43][C:44]([F:47])([F:46])[F:45].